Task: Regression/Classification. Given a drug SMILES string, predict its absorption, distribution, metabolism, or excretion properties. Task type varies by dataset: regression for continuous measurements (e.g., permeability, clearance, half-life) or binary classification for categorical outcomes (e.g., BBB penetration, CYP inhibition). Dataset: cyp2d6_veith.. Dataset: CYP2D6 inhibition data for predicting drug metabolism from PubChem BioAssay (1) The drug is CCn1c(=O)c2c(nc3n2CCS3)n(C)c1=O. The result is 0 (non-inhibitor). (2) The compound is c1cncc(CNCCN2CCNCC2)c1. The result is 0 (non-inhibitor). (3) The molecule is CCc1cc2c(=O)c(-c3nc4ccccc4n3C)c(C)oc2c(CN(CC)CC)c1O. The result is 0 (non-inhibitor). (4) The drug is Nc1ccn([C@H]2O[C@@H](COP(=O)(O)O)[C@@H](O)[C@H]2O)c(=O)n1. The result is 0 (non-inhibitor). (5) The molecule is Cc1cc(-c2cc(C)c(O)c(C(C)(C)C)c2)cc(C(C)(C)C)c1O. The result is 0 (non-inhibitor).